This data is from Peptide-MHC class I binding affinity with 185,985 pairs from IEDB/IMGT. The task is: Regression. Given a peptide amino acid sequence and an MHC pseudo amino acid sequence, predict their binding affinity value. This is MHC class I binding data. (1) The peptide sequence is NTFPNITLK. The MHC is HLA-A11:01 with pseudo-sequence HLA-A11:01. The binding affinity (normalized) is 0.793. (2) The peptide sequence is PSKKHWLGK. The MHC is HLA-A30:01 with pseudo-sequence HLA-A30:01. The binding affinity (normalized) is 0.936. (3) The peptide sequence is TEANAGQFL. The MHC is HLA-A80:01 with pseudo-sequence HLA-A80:01. The binding affinity (normalized) is 0.0847. (4) The peptide sequence is SQFGGGSQY. The MHC is BoLA-D18.4 with pseudo-sequence BoLA-D18.4. The binding affinity (normalized) is 0.631. (5) The peptide sequence is FANPLSNPF. The MHC is HLA-A02:01 with pseudo-sequence HLA-A02:01. The binding affinity (normalized) is 0.276.